Task: Predict the reactants needed to synthesize the given product.. Dataset: Full USPTO retrosynthesis dataset with 1.9M reactions from patents (1976-2016) Given the product [OH:2][C:3]1[CH:8]=[CH:7][C:6]([P:9](=[O:22])([C:14]2[CH:15]=[CH:16][C:17]([OH:20])=[CH:18][CH:19]=2)[C:10]([CH3:13])([CH3:11])[CH3:12])=[CH:5][CH:4]=1, predict the reactants needed to synthesize it. The reactants are: C[O:2][C:3]1[CH:8]=[CH:7][C:6]([P:9](=[O:22])([C:14]2[CH:19]=[CH:18][C:17]([O:20]C)=[CH:16][CH:15]=2)[C:10]([CH3:13])([CH3:12])[CH3:11])=[CH:5][CH:4]=1.Br.[Br-].[K+].S([O-])([O-])=O.[Na+].[Na+].CBr.